This data is from Full USPTO retrosynthesis dataset with 1.9M reactions from patents (1976-2016). The task is: Predict the reactants needed to synthesize the given product. Given the product [OH:1][CH2:6][CH2:5][O:4][CH2:3][C:2]1[NH:8][C:9]2[CH:14]=[CH:13][CH:12]=[CH:11][C:10]=2[N:15]=1, predict the reactants needed to synthesize it. The reactants are: [O:1]1[CH2:6][CH2:5][O:4][CH2:3][C:2]1=O.[NH2:8][C:9]1[CH:14]=[CH:13][CH:12]=[CH:11][C:10]=1[NH2:15].